Dataset: Full USPTO retrosynthesis dataset with 1.9M reactions from patents (1976-2016). Task: Predict the reactants needed to synthesize the given product. (1) Given the product [Cl:15][C:14]1[C:9]([NH:8][C:4]2[CH:3]=[C:2]([NH:1][C:35](=[O:38])[CH:36]=[CH2:37])[CH:7]=[CH:6][CH:5]=2)=[N:10][C:11]([NH:16][C:17]2[CH:18]=[N:19][N:20]([CH:22]3[CH2:27][CH2:26][N:25]([CH3:28])[CH2:24][CH2:23]3)[CH:21]=2)=[N:12][CH:13]=1, predict the reactants needed to synthesize it. The reactants are: [NH2:1][C:2]1[CH:3]=[C:4]([NH:8][C:9]2[C:14]([Cl:15])=[CH:13][N:12]=[C:11]([NH:16][C:17]3[CH:18]=[N:19][N:20]([CH:22]4[CH2:27][CH2:26][N:25]([CH3:28])[CH2:24][CH2:23]4)[CH:21]=3)[N:10]=2)[CH:5]=[CH:6][CH:7]=1.C([O-])([O-])=O.[K+].[K+].[C:35](Cl)(=[O:38])[CH:36]=[CH2:37]. (2) Given the product [C:1]([O:5][C:6]([N:8]1[CH2:14][CH2:13][CH2:12][C@@H:9]1[CH2:10][N:15]1[CH2:20][CH2:19][O:18][CH2:17][CH2:16]1)=[O:7])([CH3:4])([CH3:3])[CH3:2], predict the reactants needed to synthesize it. The reactants are: [C:1]([O:5][C:6]([N:8]1[CH2:14][CH2:13][CH2:12][C@@H:9]1[CH:10]=O)=[O:7])([CH3:4])([CH3:3])[CH3:2].[NH:15]1[CH2:20][CH2:19][O:18][CH2:17][CH2:16]1. (3) Given the product [ClH:33].[C:17]1([CH2:16][O:15][C:12]2[CH:13]=[CH:14][C:9]([C@H:6]3[NH:5][C@@H:4]([C:2]([NH2:1])=[O:3])[CH2:8][CH2:7]3)=[CH:10][CH:11]=2)[CH:18]=[CH:19][CH:20]=[CH:21][CH:22]=1, predict the reactants needed to synthesize it. The reactants are: [NH2:1][C:2]([C@H:4]1[CH2:8][CH2:7][C@@H:6]([C:9]2[CH:14]=[CH:13][C:12]([O:15][CH2:16][C:17]3[CH:22]=[CH:21][CH:20]=[CH:19][CH:18]=3)=[CH:11][CH:10]=2)[N:5]1C(OC(C)(C)C)=O)=[O:3].C([Cl:33])(=O)C. (4) Given the product [CH2:1]([O:5][C:6]1[CH:11]=[CH:10][C:9]([F:12])=[CH:8][C:7]=1[CH2:13][CH2:14][C:15]([N:21]([CH:18]([CH3:20])[CH3:19])[NH:22][C:23](=[O:30])[C:24]1[CH:29]=[CH:28][CH:27]=[CH:26][CH:25]=1)=[O:17])[CH2:2][CH2:3][CH3:4], predict the reactants needed to synthesize it. The reactants are: [CH2:1]([O:5][C:6]1[CH:11]=[CH:10][C:9]([F:12])=[CH:8][C:7]=1[CH2:13][CH2:14][C:15]([OH:17])=O)[CH2:2][CH2:3][CH3:4].[CH:18]([NH:21][NH:22][C:23](=[O:30])[C:24]1[CH:29]=[CH:28][CH:27]=[CH:26][CH:25]=1)([CH3:20])[CH3:19].C(N(C(C)C)CC)(C)C.C1CN([P+](Br)(N2CCCC2)N2CCCC2)CC1.F[P-](F)(F)(F)(F)F. (5) Given the product [Cl:22][C:19]1[CH:20]=[C:21]2[C:16](=[CH:17][CH:18]=1)[NH:15][CH:14]=[C:13]2[CH2:12][CH2:11][NH:10][C:8]([C:5]1[CH:4]=[C:3]([CH2:2][C:27]2[CH:26]=[CH:25][C:24]([F:23])=[C:29]([F:30])[CH:28]=2)[O:7][N:6]=1)=[O:9], predict the reactants needed to synthesize it. The reactants are: Br[CH2:2][C:3]1[O:7][N:6]=[C:5]([C:8]([NH:10][CH2:11][CH2:12][C:13]2[C:21]3[C:16](=[CH:17][CH:18]=[C:19]([Cl:22])[CH:20]=3)[NH:15][CH:14]=2)=[O:9])[CH:4]=1.[F:23][C:24]1[CH:25]=[C:26](B(O)O)[CH:27]=[CH:28][C:29]=1[F:30].C(=O)([O-])[O-].[Na+].[Na+]. (6) The reactants are: [C:1]([NH:18][C@H:19]([C:23](O)=[O:24])[CH2:20][CH2:21][CH3:22])([O:3][CH2:4][CH:5]1[C:17]2[C:12](=[CH:13][CH:14]=[CH:15][CH:16]=2)[C:11]2[C:6]1=[CH:7][CH:8]=[CH:9][CH:10]=2)=[O:2].S(Cl)(Cl)=O. Given the product [CH:7]1[C:6]2[CH:5]([CH2:4][O:3][C:1]([NH:18][C@H:19]([CH:23]=[O:24])[CH2:20][CH2:21][CH3:22])=[O:2])[C:17]3[C:12](=[CH:13][CH:14]=[CH:15][CH:16]=3)[C:11]=2[CH:10]=[CH:9][CH:8]=1, predict the reactants needed to synthesize it. (7) Given the product [Cl:19][C:20]1[N:32]=[C:31]([C:3]2[CH:4]=[CH:5][CH:6]=[C:7]([O:8][CH3:9])[C:2]=2[F:1])[CH:30]=[CH:29][C:21]=1[C:22]([O:24][C:25]([CH3:28])([CH3:27])[CH3:26])=[O:23], predict the reactants needed to synthesize it. The reactants are: [F:1][C:2]1[C:7]([O:8][CH3:9])=[CH:6][CH:5]=[CH:4][C:3]=1B(O)O.C(=O)([O-])[O-].[K+].[K+].[Cl:19][C:20]1[N:32]=[C:31](Cl)[CH:30]=[CH:29][C:21]=1[C:22]([O:24][C:25]([CH3:28])([CH3:27])[CH3:26])=[O:23].C1(C)C=CC=CC=1P(C1C=CC=CC=1C)C1C=CC=CC=1C.[Cl-].[Na+].